From a dataset of Full USPTO retrosynthesis dataset with 1.9M reactions from patents (1976-2016). Predict the reactants needed to synthesize the given product. (1) Given the product [Br:1][C:2]1[CH:10]=[CH:9][C:5]([C:6]([N:14]([O:15][CH3:16])[CH3:13])=[O:7])=[CH:4][C:3]=1[CH3:11], predict the reactants needed to synthesize it. The reactants are: [Br:1][C:2]1[CH:10]=[CH:9][C:5]([C:6](O)=[O:7])=[CH:4][C:3]=1[CH3:11].Cl.[CH3:13][NH:14][O:15][CH3:16].N1C=CC=CC=1. (2) Given the product [CH2:1]1[C:13]2[NH:12][C:11]3[C:6](=[CH:7][CH:8]=[CH:9][CH:10]=3)[C:5]=2[CH2:4][CH2:3][N:2]1[CH2:15][C:16]([O:18][C:19]([CH3:22])([CH3:21])[CH3:20])=[O:17], predict the reactants needed to synthesize it. The reactants are: [CH2:1]1[C:13]2[NH:12][C:11]3[C:6](=[CH:7][CH:8]=[CH:9][CH:10]=3)[C:5]=2[CH2:4][CH2:3][NH:2]1.Br[CH2:15][C:16]([O:18][C:19]([CH3:22])([CH3:21])[CH3:20])=[O:17].[Na+].[I-].C([O-])([O-])=O.[K+].[K+]. (3) Given the product [OH:27][CH2:26][CH2:25][N:24]([CH2:22][C:5]1[C:6]([OH:20])=[C:7]2[C:8](=[C:3]([O:2][CH3:1])[C:4]=1[OH:21])[O:9][C:10]([C:14]1[CH:19]=[CH:18][CH:17]=[CH:16][CH:15]=1)=[CH:11][C:12]2=[O:13])[CH2:28][CH2:29][OH:30], predict the reactants needed to synthesize it. The reactants are: [CH3:1][O:2][C:3]1[C:4]([OH:21])=[CH:5][C:6]([OH:20])=[C:7]2[C:12](=[O:13])[CH:11]=[C:10]([C:14]3[CH:15]=[CH:16][CH:17]=[CH:18][CH:19]=3)[O:9][C:8]=12.[CH2:22]=O.[NH:24]([CH2:28][CH2:29][OH:30])[CH2:25][CH2:26][OH:27]. (4) Given the product [CH:22]1[C:31]2[C:26](=[CH:27][CH:28]=[CH:29][CH:30]=2)[CH:25]=[CH:24][C:23]=1[S:32]([NH:2][CH:3]1[CH2:7][CH2:6][N:5]([C:8]([CH:10]2[CH2:15][CH2:14][N:13]([C:16]3[CH:21]=[CH:20][N:19]=[CH:18][CH:17]=3)[CH2:12][CH2:11]2)=[O:9])[CH2:4]1)(=[O:33])=[O:34], predict the reactants needed to synthesize it. The reactants are: Cl.[NH2:2][CH:3]1[CH2:7][CH2:6][N:5]([C:8]([CH:10]2[CH2:15][CH2:14][N:13]([C:16]3[CH:21]=[CH:20][N:19]=[CH:18][CH:17]=3)[CH2:12][CH2:11]2)=[O:9])[CH2:4]1.[CH:22]1[C:31]2[C:26](=[CH:27][CH:28]=[CH:29][CH:30]=2)[CH:25]=[CH:24][C:23]=1[S:32](Cl)(=[O:34])=[O:33]. (5) Given the product [CH3:20][O:19][C:16]1[CH:17]=[CH:18][C:13]([C@H:12]2[O:6][C@@H:3]([CH2:4][OH:5])[C:2]([CH3:9])([CH3:1])[CH2:7][O:8]2)=[CH:14][CH:15]=1, predict the reactants needed to synthesize it. The reactants are: [CH3:1][C:2]([CH3:9])([CH2:7][OH:8])[C@@H:3]([OH:6])[CH2:4][OH:5].CO[CH:12](OC)[C:13]1[CH:18]=[CH:17][C:16]([O:19][CH3:20])=[CH:15][CH:14]=1.C1(C)C=CC(S([O-])(=O)=O)=CC=1.[NH+]1C=CC=CC=1.